The task is: Predict which catalyst facilitates the given reaction.. This data is from Catalyst prediction with 721,799 reactions and 888 catalyst types from USPTO. (1) Reactant: [C:1]([C:4]1[S:8][C:7]([C:9]2[CH:10]=[CH:11][C:12](=[O:16])[N:13]([CH3:15])[CH:14]=2)=[CH:6][CH:5]=1)(=[O:3])[CH3:2].[BH4-].[Na+]. Product: [OH:3][CH:1]([C:4]1[S:8][C:7]([C:9]2[CH:10]=[CH:11][C:12](=[O:16])[N:13]([CH3:15])[CH:14]=2)=[CH:6][CH:5]=1)[CH3:2]. The catalyst class is: 36. (2) Reactant: [C:1]([O:5][C:6]([N:8]1[CH2:12][CH2:11][C@H:10]([CH:13]=[O:14])[CH2:9]1)=[O:7])([CH3:4])([CH3:3])[CH3:2].[CH2:15]1[CH2:19]OC[CH2:16]1.C([Mg]Cl)(C)C. Product: [C:1]([O:5][C:6]([N:8]1[CH2:12][CH2:11][C@H:10]([C@@H:13]([OH:14])[CH:15]([CH3:19])[CH3:16])[CH2:9]1)=[O:7])([CH3:4])([CH3:3])[CH3:2]. The catalyst class is: 625. (3) Reactant: C=CC1C=CC=CC=1.[C:9]([O:13][CH2:14][CH2:15]O)(=[O:12])[CH:10]=[CH2:11].[Cl-:17]. Product: [C:9]([O:13][CH2:14][CH3:15])(=[O:12])[CH:10]=[CH2:11].[Cl:17][CH:10]([CH3:11])[C:9]([OH:13])=[O:12]. The catalyst class is: 66.